Dataset: Full USPTO retrosynthesis dataset with 1.9M reactions from patents (1976-2016). Task: Predict the reactants needed to synthesize the given product. (1) Given the product [CH3:1][O:2][CH2:3][CH2:4][NH:5][C:7]1[CH:12]=[CH:11][CH:10]=[CH:9][C:8]=1[N+:13]([O-:15])=[O:14], predict the reactants needed to synthesize it. The reactants are: [CH3:1][O:2][CH2:3][CH2:4][NH2:5].F[C:7]1[CH:12]=[CH:11][CH:10]=[CH:9][C:8]=1[N+:13]([O-:15])=[O:14]. (2) Given the product [Br:1][C:2]1[CH:3]=[CH:4][C:5]2[N:9]=[C:8]([C:10]([F:12])([F:13])[F:11])[N:7]([CH2:18][C:19]3[CH:24]=[CH:23][CH:22]=[C:21]([F:25])[CH:20]=3)[C:6]=2[CH:14]=1, predict the reactants needed to synthesize it. The reactants are: [Br:1][C:2]1[CH:3]=[CH:4][C:5]2[N:9]=[C:8]([C:10]([F:13])([F:12])[F:11])[NH:7][C:6]=2[CH:14]=1.[H-].[Na+].Br[CH2:18][C:19]1[CH:24]=[CH:23][CH:22]=[C:21]([F:25])[CH:20]=1. (3) Given the product [Cl:51][C:49]1[CH:48]=[CH:47][C:26]([CH:27]([O:35][CH:36]2[CH2:39][N:38]([C:40]([NH:42][C@@H:43]([CH3:45])[C:44]3[CH:19]=[CH:20][CH:2]=[CH:3][CH:4]=3)=[O:41])[CH2:37]2)[C:28]2[CH:29]=[CH:30][C:31]([Cl:34])=[CH:32][CH:33]=2)=[CH:25][CH:50]=1, predict the reactants needed to synthesize it. The reactants are: Cl[C:2]1[CH:20]=[CH:19]C(C(OC2CNC2)[C:2]2[CH:20]=[CH:19]C(Cl)=[CH:4][CH:3]=2)=[CH:4][CH:3]=1.[N-]=C=O.Cl[C:25]1[CH:50]=[C:49]([Cl:51])[CH:48]=[CH:47][C:26]=1[CH:27]([O:35][CH:36]1[CH2:39][N:38]([C:40]([NH:42][C:43](C)([CH3:45])[CH3:44])=[O:41])[CH2:37]1)[C:28]1[CH:33]=[CH:32][C:31]([Cl:34])=[CH:30][CH:29]=1. (4) The reactants are: [Br:1][C:2]1[CH:3]=NC(Cl)=N[CH:7]=1.[CH2:9]([N:11]1[CH2:16][CH2:15][NH:14][CH2:13][CH2:12]1)[CH3:10].[CH3:17][C:18](C)([O-])C.[Na+].[C:23](OCC)(=O)C. Given the product [Br:1][C:2]1[CH:3]=[CH:23][C:9]([N:11]2[CH2:16][CH2:15][N:14]([CH2:17][CH3:18])[CH2:13][CH2:12]2)=[CH:10][CH:7]=1, predict the reactants needed to synthesize it. (5) Given the product [S:32]([O:1]/[N:2]=[C:3]1\[CH2:4][C:5]2([O:18][C:19]3[C:24]\1=[CH:23][CH:22]=[CH:21][CH:20]=3)[CH2:10][CH2:9][N:8]([C:11]([O:13][C:14]([CH3:17])([CH3:16])[CH3:15])=[O:12])[CH2:7][CH2:6]2)([C:29]1[CH:30]=[CH:31][C:26]([CH3:25])=[CH:27][CH:28]=1)(=[O:34])=[O:33], predict the reactants needed to synthesize it. The reactants are: [OH:1]/[N:2]=[C:3]1\[CH2:4][C:5]2([O:18][C:19]3[C:24]\1=[CH:23][CH:22]=[CH:21][CH:20]=3)[CH2:10][CH2:9][N:8]([C:11]([O:13][C:14]([CH3:17])([CH3:16])[CH3:15])=[O:12])[CH2:7][CH2:6]2.[CH3:25][C:26]1[CH:31]=[CH:30][C:29]([S:32](Cl)(=[O:34])=[O:33])=[CH:28][CH:27]=1. (6) Given the product [C:24]([C:11]1[CH:12]=[C:13]2[C:18](=[CH:19][C:10]=1[O:9][CH2:6][CH2:7][CH3:8])[C:17]([CH3:21])([CH3:20])[CH2:16][CH2:15][C:14]2([CH3:22])[CH3:23])#[CH:25], predict the reactants needed to synthesize it. The reactants are: P(Cl)(Cl)(Cl)=O.[CH2:6]([O:9][C:10]1[C:11]([C:24](=O)[CH3:25])=[CH:12][C:13]2[C:14]([CH3:23])([CH3:22])[CH2:15][CH2:16][C:17]([CH3:21])([CH3:20])[C:18]=2[CH:19]=1)[CH2:7][CH3:8].C(=O)([O-])O.[Na+].OC(C1C=C2C(=CC=1OCCC)C(C)(C)CCC2(C)C)=CCl.[OH-].[Na+]. (7) Given the product [CH3:14][CH:13]([S:10]([NH:9][CH2:8][CH:7]([O:6][C:5]1[CH:17]=[CH:18][C:2]([C:24]2[CH:25]=[CH:26][C:21]([C:20]([F:31])([F:30])[F:19])=[CH:22][CH:23]=2)=[CH:3][CH:4]=1)[CH3:16])(=[O:12])=[O:11])[CH3:15], predict the reactants needed to synthesize it. The reactants are: Br[C:2]1[CH:18]=[CH:17][C:5]([O:6][CH:7]([CH3:16])[CH2:8][NH:9][S:10]([CH:13]([CH3:15])[CH3:14])(=[O:12])=[O:11])=[CH:4][CH:3]=1.[F:19][C:20]([F:31])([F:30])[C:21]1[CH:26]=[CH:25][C:24](B(O)O)=[CH:23][CH:22]=1.C(=O)([O-])[O-].[Na+].[Na+]. (8) The reactants are: Br.[NH2:2][C:3]1[CH:15]=[C:14]2[C:6]([C:7]3[C:8]([Br:19])=[CH:9][CH:10]=[C:11]([C:16]([NH2:18])=[O:17])[C:12]=3[NH:13]2)=[CH:5][CH:4]=1.[CH3:20][C:21]1([CH3:27])[CH2:25][CH2:24][O:23][C:22]1=[O:26].C[Al](C)C.O. Given the product [Br:19][C:8]1[C:7]2[C:6]3[C:14](=[CH:15][C:3]([NH:2][C:22](=[O:26])[C:21]([CH3:27])([CH3:20])[CH2:25][CH2:24][OH:23])=[CH:4][CH:5]=3)[NH:13][C:12]=2[C:11]([C:16]([NH2:18])=[O:17])=[CH:10][CH:9]=1, predict the reactants needed to synthesize it.